The task is: Predict the reactants needed to synthesize the given product.. This data is from Full USPTO retrosynthesis dataset with 1.9M reactions from patents (1976-2016). (1) The reactants are: [O:1]1[CH:5]=[CH:4][C:3]([C:6]2[N:11]3[N:12]=[C:13]([NH2:15])[N:14]=[C:10]3[CH:9]=[CH:8][CH:7]=2)=[CH:2]1.[CH3:16][O:17][C:18]1[CH:19]=[C:20]([CH:24]=[C:25]([O:27][CH3:28])[CH:26]=1)[C:21](Cl)=[O:22]. Given the product [O:1]1[CH:5]=[CH:4][C:3]([C:6]2[N:11]3[N:12]=[C:13]([NH:15][C:21](=[O:22])[C:20]4[CH:24]=[C:25]([O:27][CH3:28])[CH:26]=[C:18]([O:17][CH3:16])[CH:19]=4)[N:14]=[C:10]3[CH:9]=[CH:8][CH:7]=2)=[CH:2]1, predict the reactants needed to synthesize it. (2) Given the product [CH3:1][O:2][C:3](=[O:15])[C:4]1[CH:9]=[C:8]([N:18]([CH3:19])[CH3:17])[CH:7]=[CH:6][C:5]=1[C:11]([F:14])([F:13])[F:12], predict the reactants needed to synthesize it. The reactants are: [CH3:1][O:2][C:3](=[O:15])[C:4]1[CH:9]=[C:8](F)[CH:7]=[CH:6][C:5]=1[C:11]([F:14])([F:13])[F:12].Cl.[CH3:17][NH:18][CH3:19].C(=O)([O-])[O-].[K+].[K+]. (3) Given the product [NH2:1][C:2]1[O:6][N:5]=[C:4]([C:7]2[CH:12]=[CH:11][CH:10]=[CH:9][C:8]=2[F:13])[C:3]=1[C:14]([N:42]1[CH2:41][CH2:40][N:39]([C:45]2[CH:46]=[CH:47][C:48]([OH:51])=[CH:49][CH:50]=2)[CH2:44][CH2:43]1)=[O:16], predict the reactants needed to synthesize it. The reactants are: [NH2:1][C:2]1[O:6][N:5]=[C:4]([C:7]2[CH:12]=[CH:11][CH:10]=[CH:9][C:8]=2[F:13])[C:3]=1[C:14]([OH:16])=O.Cl.C(N=C=NCCCN(C)C)C.OC1C2N=NNC=2C=CC=1.[N:39]1([C:45]2[CH:50]=[CH:49][C:48]([OH:51])=[CH:47][CH:46]=2)[CH2:44][CH2:43][NH:42][CH2:41][CH2:40]1.